This data is from Reaction yield outcomes from USPTO patents with 853,638 reactions. The task is: Predict the reaction yield, written as a fraction of the theoretical maximum amount of product (1.0 means a 100% yield; for example, 0.34 means a 34% yield). (1) The reactants are [CH:1]1([C:4]2[CH:9]=[CH:8][N:7]=[CH:6][C:5]=2[N:10]2[CH2:14][CH2:13][NH:12][C:11]2=[O:15])[CH2:3][CH2:2]1.Br[C:17]1[CH:22]=[CH:21][N:20]=[C:19]([O:23][CH3:24])[CH:18]=1.CN[C@@H]1CCCC[C@H]1NC.P([O-])([O-])([O-])=O.[K+].[K+].[K+]. The catalyst is [Cu](I)I.O1CCOCC1. The product is [CH:1]1([C:4]2[CH:9]=[CH:8][N:7]=[CH:6][C:5]=2[N:10]2[CH2:14][CH2:13][N:12]([C:17]3[CH:22]=[CH:21][N:20]=[C:19]([O:23][CH3:24])[CH:18]=3)[C:11]2=[O:15])[CH2:3][CH2:2]1. The yield is 0.520. (2) The reactants are [Cl:1][C:2]1[C:3]([CH3:12])=[CH:4][C:5]([F:11])=[C:6]([CH:10]=1)[C:7]([OH:9])=[O:8].C(OC(O[C:16]([CH3:19])([CH3:18])[CH3:17])=O)(O[C:16]([CH3:19])([CH3:18])[CH3:17])=O. The catalyst is C(O)(C)(C)C.CN(C1C=CN=CC=1)C. The product is [Cl:1][C:2]1[C:3]([CH3:12])=[CH:4][C:5]([F:11])=[C:6]([CH:10]=1)[C:7]([O:9][C:16]([CH3:19])([CH3:18])[CH3:17])=[O:8]. The yield is 0.710. (3) The reactants are [CH3:1][O:2][C:3]1[CH:4]=[C:5]([CH2:9][CH2:10][C:11]2[NH:15][N:14]=[C:13]([NH2:16])[CH:12]=2)[CH:6]=[N:7][CH:8]=1.Cl[C:18]1[CH:23]=[CH:22][N:21]=[C:20]([NH:24][CH2:25][C:26]2[O:30][N:29]=[C:28]([CH2:31]Cl)[CH:27]=2)[N:19]=1.Cl.O1CCOCC1.[CH3:40][NH:41][CH3:42]. The catalyst is CC(O)C. The product is [CH3:40][N:41]([CH2:31][C:28]1[CH:27]=[C:26]([CH2:25][NH:24][C:20]2[N:21]=[C:22]([NH:16][C:13]3[CH:12]=[C:11]([CH2:10][CH2:9][C:5]4[CH:6]=[N:7][CH:8]=[C:3]([O:2][CH3:1])[CH:4]=4)[NH:15][N:14]=3)[CH:23]=[CH:18][N:19]=2)[O:30][N:29]=1)[CH3:42]. The yield is 0.0395. (4) The reactants are [Br:1][C:2]1[S:3][C:4](Br)=[CH:5][CH:6]=1.[Mg].[CH3:9][C:10]([O:14][Si](C)(C)C)([CH3:13])[C:11]#N.Cl.C(=O)(O)[O-:21].[Na+]. The catalyst is C1COCC1. The product is [Br:1][C:2]1[S:3][C:4]([C:11](=[O:21])[C:10]([OH:14])([CH3:9])[CH3:13])=[CH:5][CH:6]=1. The yield is 0.360. (5) The reactants are I.[CH3:2][O:3][C:4]1[CH:5]=[CH:6][CH:7]=[C:8]2[C:13]=1[N:12]=[C:11](SC)[NH:10][CH:9]2[CH3:16].[NH3:17]. The catalyst is C(#N)C.C(N(CC)CC)C. The product is [CH3:2][O:3][C:4]1[CH:5]=[CH:6][CH:7]=[C:8]2[C:13]=1[N:12]=[C:11]([NH2:17])[NH:10][CH:9]2[CH3:16]. The yield is 0.460. (6) The reactants are [F:1][C:2]([F:14])([F:13])[C:3]([C:9]([F:12])([F:11])[F:10])([OH:8])[CH2:4][CH2:5][CH2:6][OH:7].C(=O)([O-])[O-].[Na+].[Na+].[C:21](OC=C)(=O)[CH3:22].C. The catalyst is [Ir+].ClC1CCC=CCCC=1.C(OCC)C.C1(C)C=CC=CC=1. The product is [F:1][C:2]([F:13])([F:14])[C:3]([C:9]([F:10])([F:11])[F:12])([OH:8])[CH2:4][CH2:5][CH2:6][O:7][CH:21]=[CH2:22]. The yield is 0.250. (7) The catalyst is O1CCOCC1. The reactants are [CH3:1][O:2][C:3]([C:5]1[CH:9]=[C:8](Br)[O:7][C:6]=1[CH3:11])=[O:4].[CH3:12][O:13][C:14]1[C:19]([N+:20]([O-:22])=[O:21])=[CH:18][CH:17]=[CH:16][C:15]=1B1OC(C)(C)C(C)(C)O1.C(=O)([O-])[O-].[Na+].[Na+]. The yield is 0.750. The product is [CH3:1][O:2][C:3]([C:5]1[CH:9]=[C:8]([C:15]2[CH:16]=[CH:17][CH:18]=[C:19]([N+:20]([O-:22])=[O:21])[C:14]=2[O:13][CH3:12])[O:7][C:6]=1[CH3:11])=[O:4]. (8) The reactants are [N:1]12[CH2:8][CH2:7][C:4]([C:9]([C:17]3[CH:22]=[CH:21][CH:20]=[CH:19][CH:18]=3)([C:11]3[CH:16]=[CH:15][CH:14]=[CH:13][CH:12]=3)[OH:10])([CH2:5][CH2:6]1)[CH2:3][CH2:2]2.[Br:23][CH2:24][CH2:25][CH2:26][O:27][C:28]1[CH:33]=[CH:32][CH:31]=[CH:30][C:29]=1[O:34][CH2:35][C:36]1[CH:41]=[CH:40][CH:39]=[CH:38][CH:37]=1. The catalyst is CC#N. The product is [Br-:23].[OH:10][C:9]([C:17]1[CH:22]=[CH:21][CH:20]=[CH:19][CH:18]=1)([C:11]1[CH:12]=[CH:13][CH:14]=[CH:15][CH:16]=1)[C:4]12[CH2:5][CH2:6][N+:1]([CH2:24][CH2:25][CH2:26][O:27][C:28]3[CH:33]=[CH:32][CH:31]=[CH:30][C:29]=3[O:34][CH2:35][C:36]3[CH:41]=[CH:40][CH:39]=[CH:38][CH:37]=3)([CH2:2][CH2:3]1)[CH2:8][CH2:7]2. The yield is 0.714.